This data is from Full USPTO retrosynthesis dataset with 1.9M reactions from patents (1976-2016). The task is: Predict the reactants needed to synthesize the given product. (1) The reactants are: Br[CH2:2][C:3]1[C:8]([CH3:9])=[N:7][C:6]([CH3:10])=[C:5]([CH3:11])[N:4]=1.[CH2:12]([O:14][C:15](=[O:25])[C:16]1[CH:21]=[CH:20][C:19]([O:22][CH3:23])=[C:18]([OH:24])[CH:17]=1)[CH3:13].C(=O)([O-])[O-].[K+].[K+].CN(C=O)C. Given the product [CH2:12]([O:14][C:15](=[O:25])[C:16]1[CH:21]=[CH:20][C:19]([O:22][CH3:23])=[C:18]([O:24][CH2:2][C:3]2[C:8]([CH3:9])=[N:7][C:6]([CH3:10])=[C:5]([CH3:11])[N:4]=2)[CH:17]=1)[CH3:13], predict the reactants needed to synthesize it. (2) Given the product [NH2:17][C:14]1[CH:15]=[CH:16][C:11]([S:8]([NH:7][C:5]2[S:6][C:2]([CH3:1])=[N:3][N:4]=2)(=[O:10])=[O:9])=[CH:12][CH:13]=1, predict the reactants needed to synthesize it. The reactants are: [CH3:1][C:2]1[S:6][C:5]([NH:7][S:8]([C:11]2[CH:16]=[CH:15][C:14]([NH:17]C(=O)C)=[CH:13][CH:12]=2)(=[O:10])=[O:9])=[N:4][N:3]=1.C([O-])([O-])=O.[Na+].[Na+]. (3) Given the product [NH2:1][C@H:2]([C:8]([OH:10])=[O:9])[CH2:3][CH2:4][C:5](=[O:6])[NH2:63], predict the reactants needed to synthesize it. The reactants are: [NH:1](C(OCC1C2C(=CC=CC=2)C2C1=CC=CC=2)=O)[C@H:2]([C:8]([O:10]CC1C=CC(NC(=C2C(=O)CC(C)(C)CC2=O)CC(C)C)=CC=1)=[O:9])[CH2:3][CH2:4][C:5](=O)[OH:6].C=CCOC([C@@H]([NH:63]C(OCC1C2C(=CC=CC=2)C2C1=CC=CC=2)=O)CCC(O)=O)=O. (4) Given the product [C:1]([O:5][C:6](=[O:23])[CH2:7][C@H:8]1[CH2:9][C@@H:10]([CH2:11][O:12][C:13](=[O:20])[C:14]2[CH:15]=[CH:16][CH:17]=[CH:18][CH:19]=2)[O:21][C:26]([CH3:28])([CH3:27])[O:22]1)([CH3:4])([CH3:2])[CH3:3], predict the reactants needed to synthesize it. The reactants are: [C:1]([O:5][C:6](=[O:23])[CH2:7][CH:8]([OH:22])[CH2:9][C@H:10]([OH:21])[CH2:11][O:12][C:13](=[O:20])[C:14]1[CH:19]=[CH:18][CH:17]=[CH:16][CH:15]=1)([CH3:4])([CH3:3])[CH3:2].CO[C:26](OC)([CH3:28])[CH3:27].C1(C)C=CC(S(O)(=O)=O)=CC=1.N1C=CC=CC=1.